Dataset: NCI-60 drug combinations with 297,098 pairs across 59 cell lines. Task: Regression. Given two drug SMILES strings and cell line genomic features, predict the synergy score measuring deviation from expected non-interaction effect. (1) Drug 1: CCN(CC)CCNC(=O)C1=C(NC(=C1C)C=C2C3=C(C=CC(=C3)F)NC2=O)C. Drug 2: B(C(CC(C)C)NC(=O)C(CC1=CC=CC=C1)NC(=O)C2=NC=CN=C2)(O)O. Cell line: OVCAR-5. Synergy scores: CSS=44.8, Synergy_ZIP=0.273, Synergy_Bliss=0.757, Synergy_Loewe=-20.6, Synergy_HSA=-0.283. (2) Drug 1: CC12CCC3C(C1CCC2=O)CC(=C)C4=CC(=O)C=CC34C. Drug 2: CC1=C(N=C(N=C1N)C(CC(=O)N)NCC(C(=O)N)N)C(=O)NC(C(C2=CN=CN2)OC3C(C(C(C(O3)CO)O)O)OC4C(C(C(C(O4)CO)O)OC(=O)N)O)C(=O)NC(C)C(C(C)C(=O)NC(C(C)O)C(=O)NCCC5=NC(=CS5)C6=NC(=CS6)C(=O)NCCC[S+](C)C)O. Cell line: UACC-257. Synergy scores: CSS=25.3, Synergy_ZIP=3.94, Synergy_Bliss=6.34, Synergy_Loewe=3.61, Synergy_HSA=2.71. (3) Drug 2: C1CCC(CC1)NC(=O)N(CCCl)N=O. Synergy scores: CSS=11.9, Synergy_ZIP=-4.37, Synergy_Bliss=-5.35, Synergy_Loewe=-14.0, Synergy_HSA=-4.82. Cell line: M14. Drug 1: C1=CC(=CC=C1CCC2=CNC3=C2C(=O)NC(=N3)N)C(=O)NC(CCC(=O)O)C(=O)O. (4) Cell line: OVCAR-8. Synergy scores: CSS=13.0, Synergy_ZIP=-4.96, Synergy_Bliss=-3.70, Synergy_Loewe=-19.7, Synergy_HSA=-4.42. Drug 2: CN(CCCl)CCCl.Cl. Drug 1: C1=NC2=C(N1)C(=S)N=C(N2)N.